From a dataset of Forward reaction prediction with 1.9M reactions from USPTO patents (1976-2016). Predict the product of the given reaction. (1) Given the reactants Cl[CH2:2][C:3]1[O:4][C:5]([C:8]2[CH:13]=[CH:12][C:11]([N+:14]([O-])=O)=[C:10]([O:17][CH3:18])[CH:9]=2)=[N:6][N:7]=1.[CH3:19][NH:20][CH3:21].C([O-])(O)=O.[Na+], predict the reaction product. The product is: [CH3:19][N:20]([CH2:2][C:3]1[O:4][C:5]([C:8]2[CH:13]=[CH:12][C:11]([NH2:14])=[C:10]([O:17][CH3:18])[CH:9]=2)=[N:6][N:7]=1)[CH3:21]. (2) Given the reactants [O:1]([C:8]1[CH:14]=[CH:13][C:11]([NH2:12])=[CH:10][CH:9]=1)[C:2]1[CH:7]=[CH:6][CH:5]=[CH:4][CH:3]=1.[NH:15]1[C:23]2[C:18](=[CH:19][C:20]([CH2:24][C:25](O)=[O:26])=[CH:21][CH:22]=2)[CH:17]=[CH:16]1.N, predict the reaction product. The product is: [NH:15]1[C:23]2[C:18](=[CH:19][C:20]([CH2:24][C:25]([NH:12][C:11]3[CH:10]=[CH:9][C:8]([O:1][C:2]4[CH:3]=[CH:4][CH:5]=[CH:6][CH:7]=4)=[CH:14][CH:13]=3)=[O:26])=[CH:21][CH:22]=2)[CH:17]=[CH:16]1. (3) Given the reactants I[C:2]1[CH:3]=[CH:4][C:5]2[N:6]([CH:8]=[C:9]([C:11]([O:13][CH2:14][CH3:15])=[O:12])[N:10]=2)[N:7]=1.[NH2:16][C:17]1[CH:18]=[C:19]([OH:23])[CH:20]=[CH:21][CH:22]=1.C(=O)([O-])[O-].[K+].[K+].CN(C)C=O, predict the reaction product. The product is: [NH2:16][C:17]1[CH:18]=[C:19]([CH:20]=[CH:21][CH:22]=1)[O:23][C:2]1[CH:3]=[CH:4][C:5]2[N:6]([CH:8]=[C:9]([C:11]([O:13][CH2:14][CH3:15])=[O:12])[N:10]=2)[N:7]=1.